From a dataset of Full USPTO retrosynthesis dataset with 1.9M reactions from patents (1976-2016). Predict the reactants needed to synthesize the given product. (1) Given the product [Cl:3][C:4]1[CH:5]=[C:6]([CH:31]=[CH:32][C:33]=1[O:34][CH:35]([CH3:36])[CH3:37])[C:7]([NH:9][C@H:10]([CH2:28][CH2:29][OH:30])[CH2:11][C:12]1[CH:17]=[CH:16][C:15]([C:18]2[N:19]=[C:20]([C:24]3([CH3:25])[O:41][CH2:40][CH2:39][O:53]3)[N:21]([CH3:23])[CH:22]=2)=[CH:14][CH:13]=1)=[O:8], predict the reactants needed to synthesize it. The reactants are: [H-].[Na+].[Cl:3][C:4]1[CH:5]=[C:6]([CH:31]=[CH:32][C:33]=1[O:34][CH:35]([CH3:37])[CH3:36])[C:7]([NH:9][C@H:10]([CH2:28][CH2:29][OH:30])[CH2:11][C:12]1[CH:17]=[CH:16][C:15]([C:18]2[N:19]=[C:20]([C:24](=NO)[CH3:25])[N:21]([CH3:23])[CH:22]=2)=[CH:14][CH:13]=1)=[O:8].Br[CH2:39][CH2:40][O:41][Si](C(C)(C)C)(C)C.CN(C=[O:53])C. (2) Given the product [CH2:35]([O:34][C:32]([N:15]1[C:14]2[C:13]3[CH:22]=[CH:23][C:10]([N:6]4[CH2:5][C@H:4]([CH2:3][NH:2][C:37]([O:40][CH2:41][CH3:42])=[O:39])[O:8][C:7]4=[O:9])=[CH:11][C:12]=3[CH2:21][CH2:20][CH2:19][C:18]=2[CH:17]=[N:16]1)=[O:33])[CH3:36], predict the reactants needed to synthesize it. The reactants are: Cl.[NH2:2][CH2:3][C@@H:4]1[O:8][C:7](=[O:9])[N:6]([C:10]2[CH:23]=[CH:22][C:13]3[C:14]4[NH:15][N:16]=[CH:17][C:18]=4[CH2:19][CH2:20][CH2:21][C:12]=3[CH:11]=2)[CH2:5]1.C(N(CC)CC)C.Cl[C:32]([O:34][CH2:35][CH3:36])=[O:33].[C:37]([O:40][CH2:41][CH3:42])(=[O:39])C. (3) Given the product [C:20]1([CH3:24])[CH:21]=[CH:22][CH:23]=[C:18]([CH2:17][CH2:16][O:15][CH2:14][C:13]2[NH:6][C:4](=[O:5])[C:3]3[CH:7]=[CH:8][CH:9]=[N:10][C:2]=3[N:1]=2)[CH:19]=1, predict the reactants needed to synthesize it. The reactants are: [NH2:1][C:2]1[N:10]=[CH:9][CH:8]=[CH:7][C:3]=1[C:4]([NH2:6])=[O:5].CO[C:13](=O)[CH2:14][O:15][CH2:16][CH2:17][C:18]1[CH:19]=[C:20]([CH3:24])[CH:21]=[CH:22][CH:23]=1.[Li+].C[Si]([N-][Si](C)(C)C)(C)C. (4) Given the product [ClH:50].[ClH:50].[CH:23]1([N:20]2[CH2:21][CH2:22][C:17]([S:26]([C:29]3[CH:30]=[CH:31][C:32]([C:35]4[CH:40]=[N:39][C:38]([CH2:41][CH2:42][C:43]([F:48])([F:49])[C:44]([F:47])([F:45])[F:46])=[CH:37][N:36]=4)=[CH:33][CH:34]=3)(=[O:28])=[O:27])([C:15]([NH:14][OH:13])=[O:16])[CH2:18][CH2:19]2)[CH2:24][CH2:25]1, predict the reactants needed to synthesize it. The reactants are: CCOC(C)=O.O1CCCCC1[O:13][NH:14][C:15]([C:17]1([S:26]([C:29]2[CH:34]=[CH:33][C:32]([C:35]3[CH:40]=[N:39][C:38]([CH2:41][CH2:42][C:43]([F:49])([F:48])[C:44]([F:47])([F:46])[F:45])=[CH:37][N:36]=3)=[CH:31][CH:30]=2)(=[O:28])=[O:27])[CH2:22][CH2:21][N:20]([CH:23]2[CH2:25][CH2:24]2)[CH2:19][CH2:18]1)=[O:16].[ClH:50].C1(N2CCC(S(C3C=CC(C4C=CC(OC(F)(F)C(F)F)=CC=4)=CC=3)(=O)=O)(C(NOC3CCCCO3)=O)CC2)CC1. (5) Given the product [F:1][C:2]1[C:7]([F:8])=[CH:6][CH:5]=[CH:4][C:3]=1[C@:9]12[CH2:10][O:11][C@H:12]([CH2:13][O:14][C:15]([C:16]3[CH:21]=[CH:20][CH:19]=[CH:18][CH:17]=3)([C:22]3[CH:23]=[CH:24][CH:25]=[CH:26][CH:27]=3)[C:28]3[CH:29]=[CH:30][CH:31]=[CH:32][CH:33]=3)[C@H:34]1[CH2:35][O:37][NH:36]2, predict the reactants needed to synthesize it. The reactants are: [F:1][C:2]1[C:7]([F:8])=[CH:6][CH:5]=[CH:4][C:3]=1[C:9](=[N:36][OH:37])[CH2:10][O:11][CH:12]([CH:34]=[CH2:35])[CH2:13][O:14][C:15]([C:28]1[CH:33]=[CH:32][CH:31]=[CH:30][CH:29]=1)([C:22]1[CH:27]=[CH:26][CH:25]=[CH:24][CH:23]=1)[C:16]1[CH:21]=[CH:20][CH:19]=[CH:18][CH:17]=1.C1(C=CC(O)=CC=1)O. (6) Given the product [C:1]([C:3]1[CH2:8][CH2:7][N:6]([C:9]2[CH:14]=[C:13]([CH3:15])[N:12]=[C:11]3[N:16]([C:21]4[CH:26]=[CH:25][C:24]([Cl:27])=[CH:23][C:22]=4[Cl:28])[C:17]([CH3:20])=[C:18]([CH3:19])[C:10]=23)[CH2:5][CH:4]=1)(=[O:30])[NH2:2], predict the reactants needed to synthesize it. The reactants are: [C:1]([C:3]1[CH2:4][CH2:5][N:6]([C:9]2[CH:14]=[C:13]([CH3:15])[N:12]=[C:11]3[N:16]([C:21]4[CH:26]=[CH:25][C:24]([Cl:27])=[CH:23][C:22]=4[Cl:28])[C:17]([CH3:20])=[C:18]([CH3:19])[C:10]=23)[CH2:7][CH:8]=1)#[N:2].S(=O)(=O)(O)[OH:30].